This data is from Full USPTO retrosynthesis dataset with 1.9M reactions from patents (1976-2016). The task is: Predict the reactants needed to synthesize the given product. (1) Given the product [CH3:18][O:5][C:4](=[O:6])[CH2:3][CH:2]([NH2:1])[C:7]1[CH:8]=[N:9][CH:10]=[C:11]([Br:13])[CH:12]=1, predict the reactants needed to synthesize it. The reactants are: [NH2:1][CH:2]([C:7]1[CH:8]=[N:9][CH:10]=[C:11]([Br:13])[CH:12]=1)[CH2:3][C:4]([OH:6])=[O:5].S(Cl)(Cl)=O.[CH3:18]O. (2) Given the product [Cl:26][C:23]1[CH:22]=[CH:21][C:20]([CH:15]([N:1]2[C:9]3[C:4](=[C:5]([CH:10]=[O:11])[CH:6]=[CH:7][CH:8]=3)[CH:3]=[CH:2]2)[C:16]([O:18][CH3:19])=[O:17])=[CH:25][CH:24]=1, predict the reactants needed to synthesize it. The reactants are: [NH:1]1[C:9]2[CH:8]=[CH:7][CH:6]=[C:5]([CH:10]=[O:11])[C:4]=2[CH:3]=[CH:2]1.[H-].[Na+].Br[CH:15]([C:20]1[CH:25]=[CH:24][C:23]([Cl:26])=[CH:22][CH:21]=1)[C:16]([O:18][CH3:19])=[O:17]. (3) Given the product [O:17]=[C:12]1[CH2:11][CH2:10][CH2:9][C:8]2[C:7]([N:1]3[CH2:2][CH2:3][N:4]([CH2:33][CH2:32][CH2:31][CH2:30][O:29][C:25]4[N:26]=[C:27]5[C:22]([CH:21]=[CH:20][C:19](=[O:18])[NH:28]5)=[CH:23][CH:24]=4)[CH2:5][CH2:6]3)=[CH:16][CH:15]=[CH:14][C:13]1=2, predict the reactants needed to synthesize it. The reactants are: [N:1]1([C:7]2[CH:16]=[CH:15][CH:14]=[C:13]3[C:8]=2[CH2:9][CH2:10][CH2:11][C:12]3=[O:17])[CH2:6][CH2:5][NH:4][CH2:3][CH2:2]1.[O:18]=[C:19]1[NH:28][C:27]2[N:26]=[C:25]([O:29][CH2:30][CH2:31][CH2:32][CH:33]=O)[CH:24]=[CH:23][C:22]=2[CH:21]=[CH:20]1.